This data is from Peptide-MHC class I binding affinity with 185,985 pairs from IEDB/IMGT. The task is: Regression. Given a peptide amino acid sequence and an MHC pseudo amino acid sequence, predict their binding affinity value. This is MHC class I binding data. (1) The peptide sequence is NHNNVELSL. The MHC is HLA-B38:01 with pseudo-sequence HLA-B38:01. The binding affinity (normalized) is 0.568. (2) The peptide sequence is KFILNVSYM. The MHC is H-2-Db with pseudo-sequence H-2-Db. The binding affinity (normalized) is 0.428. (3) The peptide sequence is ILLAPLLSA. The MHC is HLA-A68:02 with pseudo-sequence HLA-A68:02. The binding affinity (normalized) is 0.598.